Dataset: Aqueous solubility values for 9,982 compounds from the AqSolDB database. Task: Regression/Classification. Given a drug SMILES string, predict its absorption, distribution, metabolism, or excretion properties. Task type varies by dataset: regression for continuous measurements (e.g., permeability, clearance, half-life) or binary classification for categorical outcomes (e.g., BBB penetration, CYP inhibition). For this dataset (solubility_aqsoldb), we predict Y. (1) The molecule is NS(=O)(=O)c1cc2c(s1)C(=O)CCS2(=O)=O. The Y is -3.67 log mol/L. (2) The drug is C[C@@H](Oc1cc(Cl)c(Cl)cc1Cl)C(=O)O. The Y is -3.13 log mol/L. (3) The molecule is CCC(C)C(=O)OC1CC(O)C=C2C=CC(C)C(CCC3CC(O)CC(=O)O3)C21. The Y is -3.35 log mol/L. (4) The molecule is CCCCC(CC)C(=O)OC. The Y is -2.99 log mol/L. (5) The compound is CN(C)c1cnc2cncnc2n1. The Y is -0.0900 log mol/L.